This data is from Retrosynthesis with 50K atom-mapped reactions and 10 reaction types from USPTO. The task is: Predict the reactants needed to synthesize the given product. (1) Given the product CCN1CCC(C(=O)NO)(S(=O)(=O)c2ccc(-c3ccc(OC(F)(F)C(F)F)cc3)cc2)CC1, predict the reactants needed to synthesize it. The reactants are: CCN1CCC(C(=O)NOC2CCCCO2)(S(=O)(=O)c2ccc(-c3ccc(OC(F)(F)C(F)F)cc3)cc2)CC1. (2) Given the product Cc1cc(NC(=O)c2csc3cnc(N[C@@H]4CCCC[C@@H]4N)nc23)cc2cccnc12, predict the reactants needed to synthesize it. The reactants are: Cc1cc(NC(=O)c2csc3cnc(N[C@@H]4CCCC[C@@H]4NC(=O)OC(C)(C)C)nc23)cc2cccnc12. (3) The reactants are: C=[N+]=[N-].O=C(O)C(Oc1ccc(Cl)cc1)(C(F)(F)F)C(F)(F)F. Given the product COC(=O)C(Oc1ccc(Cl)cc1)(C(F)(F)F)C(F)(F)F, predict the reactants needed to synthesize it. (4) Given the product CC(C)(C)OC(=O)NCc1ccccc1C(=O)c1cc(Cl)ccc1N, predict the reactants needed to synthesize it. The reactants are: CC(C)(C)OC(=O)NCc1ccccc1Br.CON(C)C(=O)c1cc(Cl)ccc1N. (5) Given the product COc1cc(Cl)nc(SCc2cccc(Cl)c2F)n1, predict the reactants needed to synthesize it. The reactants are: CO.Fc1c(Cl)cccc1CSc1nc(Cl)cc(Cl)n1. (6) Given the product CC1CCN(C(=O)Cn2c3c(c4cc(Cl)ccc42)CCN(C)C3)CC1, predict the reactants needed to synthesize it. The reactants are: C=O.CNCCc1cn(CC(=O)N2CCC(C)CC2)c2ccc(Cl)cc12.